Dataset: Full USPTO retrosynthesis dataset with 1.9M reactions from patents (1976-2016). Task: Predict the reactants needed to synthesize the given product. (1) Given the product [CH:12]1([NH:8][C:41]2[O:42][C:38]([C:35]3[CH:36]=[C:37]4[C:32](=[CH:33][CH:34]=3)[N:31]([S:44]([C:47]3[CH:48]=[CH:49][C:50]([CH3:51])=[CH:52][CH:53]=3)(=[O:45])=[O:46])[CH:30]=[C:29]4[I:28])=[N:39][N:40]=2)[CH2:13][CH2:14]1, predict the reactants needed to synthesize it. The reactants are: F[P-](F)(F)(F)(F)F.[N:8]1(O[P+](N(C)C)(N(C)C)N(C)C)[C:12]2[CH:13]=[CH:14][CH:14]=[CH:13][C:12]=2[N:8]=N1.[I:28][C:29]1[C:37]2[C:32](=[CH:33][CH:34]=[C:35]([C:38]3[O:42][C:41](=O)[NH:40][N:39]=3)[CH:36]=2)[N:31]([S:44]([C:47]2[CH:53]=[CH:52][C:50]([CH3:51])=[CH:49][CH:48]=2)(=[O:46])=[O:45])[CH:30]=1.C1(N)CC1.C(N(C(C)C)CC)(C)C. (2) Given the product [S:20]1[CH:24]=[CH:23][C:22]([C@@H:25]2[O:29][CH:28]=[N:27][C@H:26]2[C:30]([N:32]2[CH2:36][CH2:35][CH2:34][CH2:33]2)=[O:31])=[CH:21]1.[N:27]1[CH:24]=[CH:23][CH:22]=[CH:25][C:26]=1[C@@H:30]1[O:31][CH:11]=[N:10][C@H:12]1[C:13]([N:15]1[CH2:19][CH2:18][CH2:17][CH2:16]1)=[O:14], predict the reactants needed to synthesize it. The reactants are: S1C=CC(C=O)=C1.[OH-].[K+].[N+:10]([CH2:12][C:13]([N:15]1[CH2:19][CH2:18][CH2:17][CH2:16]1)=[O:14])#[C-:11].[S:20]1[CH:24]=[CH:23][C:22]([C@@H:25]2[O:29][CH:28]=[N:27][C@H:26]2[C:30]([N:32]2[CH2:36][CH2:35][CH2:34][CH2:33]2)=[O:31])=[CH:21]1. (3) The reactants are: [ClH:1].[C:2]([C:4]1[CH:9]=[CH:8][CH:7]=[CH:6][C:5]=1[S:10]([N:13]1[CH2:18][CH2:17][O:16][C@H:15]([CH2:19][NH:20]C(=O)OC(C)(C)C)[CH2:14]1)(=[O:12])=[O:11])#[N:3]. Given the product [ClH:1].[NH2:20][CH2:19][C@H:15]1[O:16][CH2:17][CH2:18][N:13]([S:10]([C:5]2[CH:6]=[CH:7][CH:8]=[CH:9][C:4]=2[C:2]#[N:3])(=[O:12])=[O:11])[CH2:14]1, predict the reactants needed to synthesize it. (4) Given the product [CH3:11][O:10][C:3]1[CH:4]=[C:5]([CH2:6][C:12]#[N:13])[CH:8]=[CH:9][C:2]=1[O:1][CH2:23][C:22]#[C:21][C:15]1[CH:20]=[CH:19][CH:18]=[CH:17][CH:16]=1, predict the reactants needed to synthesize it. The reactants are: [OH:1][C:2]1[CH:9]=[CH:8][C:5]([CH2:6]O)=[CH:4][C:3]=1[O:10][CH3:11].[C-:12]#[N:13].[Na+].[C:15]1([C:21]#[C:22][CH2:23]OS(C2C=CC(C)=CC=2)(=O)=O)[CH:20]=[CH:19][CH:18]=[CH:17][CH:16]=1.O. (5) The reactants are: S(Cl)([Cl:3])=O.[C:5]1([N:11]2[C:19]3[CH2:18][CH2:17][CH2:16][CH:15]([CH2:20][CH2:21]O)[C:14]=3[CH:13]=[N:12]2)[CH:10]=[CH:9][CH:8]=[CH:7][CH:6]=1. Given the product [Cl:3][CH2:21][CH2:20][CH:15]1[CH2:16][CH2:17][CH2:18][C:19]2[N:11]([C:5]3[CH:10]=[CH:9][CH:8]=[CH:7][CH:6]=3)[N:12]=[CH:13][C:14]1=2, predict the reactants needed to synthesize it. (6) Given the product [CH2:15]([C@@H:22]1[CH2:27][CH2:26][C@H:25]([CH2:28][NH:29][C:12]([C:7]2[CH:8]=[C:9]3[C:4](=[CH:5][CH:6]=2)[NH:3][C:2](=[O:1])[CH2:11][CH2:10]3)=[O:14])[CH2:24][CH2:23]1)[C:16]1[CH:21]=[CH:20][CH:19]=[CH:18][CH:17]=1, predict the reactants needed to synthesize it. The reactants are: [O:1]=[C:2]1[CH2:11][CH2:10][C:9]2[C:4](=[CH:5][CH:6]=[C:7]([C:12]([OH:14])=O)[CH:8]=2)[NH:3]1.[CH2:15]([C@@H:22]1[CH2:27][CH2:26][C@H:25]([CH2:28][NH2:29])[CH2:24][CH2:23]1)[C:16]1[CH:21]=[CH:20][CH:19]=[CH:18][CH:17]=1. (7) Given the product [Br:1][C:2]1[CH:3]=[C:4]2[C:9](=[CH:10][CH:11]=1)[CH:8]=[N:7][CH:6]=[C:5]2[Cl:20], predict the reactants needed to synthesize it. The reactants are: [Br:1][C:2]1[CH:3]=[C:4]2[C:9](=[CH:10][CH:11]=1)[CH:8]=[N:7][CH:6]=[CH:5]2.C(=O)([O-])O.[Na+].S(Cl)([Cl:20])(=O)=O.